This data is from Catalyst prediction with 721,799 reactions and 888 catalyst types from USPTO. The task is: Predict which catalyst facilitates the given reaction. Reactant: [CH3:1][NH:2][C:3]1([C:15]#[N:16])[CH2:8][CH2:7][CH:6]([C:9]2[CH:14]=[CH:13][CH:12]=[CH:11][CH:10]=2)[CH2:5][CH2:4]1.[O-:17][C:18]#N.[K+].Cl.C(O)(=[O:24])C. Product: [CH3:1][N:2]1[C:3]2([CH2:4][CH2:5][CH:6]([C:9]3[CH:14]=[CH:13][CH:12]=[CH:11][CH:10]=3)[CH2:7][CH2:8]2)[C:15](=[O:24])[NH:16][C:18]1=[O:17]. The catalyst class is: 6.